This data is from Reaction yield outcomes from USPTO patents with 853,638 reactions. The task is: Predict the reaction yield, written as a fraction of the theoretical maximum amount of product (1.0 means a 100% yield; for example, 0.34 means a 34% yield). (1) The reactants are C(OC(N[C@@H]1CCNC[C@@H]1C(OC)=O)=O)C1C=CC=CC=1.C(N(CC)C(C)C)(C)C.BrCCO.[CH2:35]([O:42][C:43]([NH:45][C@@H:46]1[CH2:51][CH2:50][N:49]([CH2:52][CH2:53][OH:54])[CH2:48][C@@H:47]1[C:55]([O:57][CH3:58])=[O:56])=[O:44])[C:36]1[CH:41]=[CH:40][CH:39]=[CH:38][CH:37]=1. No catalyst specified. The product is [CH2:35]([O:42][C:43]([NH:45][C@@H:46]1[CH2:51][CH2:50][N:49]([CH2:52][CH2:53][OH:54])[CH2:48][C@H:47]1[C:55]([O:57][CH3:58])=[O:56])=[O:44])[C:36]1[CH:41]=[CH:40][CH:39]=[CH:38][CH:37]=1. The yield is 0.600. (2) The reactants are [NH:1]1[CH2:6][CH2:5][NH:4][CH2:3][CH2:2]1.C(=O)([O-])[O-].[K+].[K+].F[C:14]1[CH:19]=[CH:18][C:17]([S:20][C:21]2[CH:26]=[CH:25][CH:24]=[CH:23][CH:22]=2)=[C:16]([N+:27]([O-:29])=[O:28])[CH:15]=1.O. The catalyst is C(#N)C.C(Cl)Cl. The product is [N+:27]([C:16]1[CH:15]=[C:14]([N:1]2[CH2:6][CH2:5][NH:4][CH2:3][CH2:2]2)[CH:19]=[CH:18][C:17]=1[S:20][C:21]1[CH:22]=[CH:23][CH:24]=[CH:25][CH:26]=1)([O-:29])=[O:28]. The yield is 0.470. (3) The product is [CH:19]([N:18]1[C:14]([C:12]2[N:13]=[C:6]3[C:5]4[CH:22]=[CH:23][C:2]([C:28]5[N:29]=[C:25]([CH3:24])[N:26]([CH2:34][O:35][CH2:36][CH2:37][Si:38]([CH3:41])([CH3:40])[CH3:39])[CH:27]=5)=[CH:3][C:4]=4[O:10][CH2:9][CH2:8][N:7]3[CH:11]=2)=[N:15][CH:16]=[N:17]1)([CH3:21])[CH3:20]. The reactants are Br[C:2]1[CH:23]=[CH:22][C:5]2[C:6]3[N:7]([CH:11]=[C:12]([C:14]4[N:18]([CH:19]([CH3:21])[CH3:20])[N:17]=[CH:16][N:15]=4)[N:13]=3)[CH2:8][CH2:9][O:10][C:4]=2[CH:3]=1.[CH3:24][C:25]1[N:26]([CH2:34][O:35][CH2:36][CH2:37][Si:38]([CH3:41])([CH3:40])[CH3:39])[CH:27]=[C:28]([Sn](C)(C)C)[N:29]=1.CC1N(COCC[Si](C)(C)C)C([Sn](C)(C)C)=CN=1. The yield is 0.590. The catalyst is O1CCOCC1.C1C=CC([P]([Pd]([P](C2C=CC=CC=2)(C2C=CC=CC=2)C2C=CC=CC=2)([P](C2C=CC=CC=2)(C2C=CC=CC=2)C2C=CC=CC=2)[P](C2C=CC=CC=2)(C2C=CC=CC=2)C2C=CC=CC=2)(C2C=CC=CC=2)C2C=CC=CC=2)=CC=1. (4) The reactants are [CH3:1][N:2]1[C:6]2[CH:7]=[C:8]([CH:11]=O)[CH:9]=[CH:10][C:5]=2[N:4]=[CH:3]1.[NH2:13][C:14]1[CH:19]=[CH:18][CH:17]=[CH:16][CH:15]=1.[C:20]1([O:26][P:27]([O-:35])[O:28][C:29]2[CH:34]=[CH:33][CH:32]=[CH:31][CH:30]=2)[CH:25]=[CH:24][CH:23]=[CH:22][CH:21]=1.C1(OP(C(C2C=CC=C(C)N=2)NC2C=CC=CC=2)(=O)OC2C=CC=CC=2)C=CC=CC=1. No catalyst specified. The product is [CH3:1][N:2]1[C:6]2[CH:7]=[C:8]([CH:11]([P:27](=[O:35])([O:28][C:29]3[CH:34]=[CH:33][CH:32]=[CH:31][CH:30]=3)[O:26][C:20]3[CH:21]=[CH:22][CH:23]=[CH:24][CH:25]=3)[NH:13][C:14]3[CH:19]=[CH:18][CH:17]=[CH:16][CH:15]=3)[CH:9]=[CH:10][C:5]=2[N:4]=[CH:3]1. The yield is 0.850. (5) The reactants are [CH2:1]([CH:3]1[CH2:8][CH2:7][N:6]([C:9]2[C:18]3[C:13](=[CH:14][CH:15]=[CH:16][CH:17]=3)[CH:12]=[N:11][C:10]=2Br)[CH2:5][CH2:4]1)[CH3:2].C([Li])(C)(C)C.CN(C)[CH:27]=[O:28].[Cl-].[NH4+]. The catalyst is O1CCCC1. The product is [CH2:1]([CH:3]1[CH2:8][CH2:7][N:6]([C:9]2[C:18]3[C:13](=[CH:14][CH:15]=[CH:16][CH:17]=3)[CH:12]=[N:11][C:10]=2[CH2:27][OH:28])[CH2:5][CH2:4]1)[CH3:2]. The yield is 0.527. (6) The reactants are O[CH2:2][C:3]([C:5]1[CH:10]=[CH:9][CH:8]=[CH:7][CH:6]=1)=[O:4].N1[CH:16]=[CH:15][CH:14]=[CH:13][C:12]=1[CH:17]=O.O([CH3:21])[Na]. The product is [C:12]1([CH:17]=[CH:2][C:3]([C:5]2[CH:10]=[CH:9][CH:8]=[CH:7][CH:6]=2)=[O:4])[CH:21]=[CH:16][CH:15]=[CH:14][CH:13]=1. The catalyst is C1COCC1. The yield is 0.430.